Dataset: NCI-60 drug combinations with 297,098 pairs across 59 cell lines. Task: Regression. Given two drug SMILES strings and cell line genomic features, predict the synergy score measuring deviation from expected non-interaction effect. (1) Drug 1: C1=CC(=CC=C1CC(C(=O)O)N)N(CCCl)CCCl.Cl. Cell line: HCC-2998. Drug 2: CC(C1=C(C=CC(=C1Cl)F)Cl)OC2=C(N=CC(=C2)C3=CN(N=C3)C4CCNCC4)N. Synergy scores: CSS=7.58, Synergy_ZIP=-3.50, Synergy_Bliss=-3.64, Synergy_Loewe=-8.48, Synergy_HSA=-6.10. (2) Drug 1: C1=CC=C(C=C1)NC(=O)CCCCCCC(=O)NO. Drug 2: C1CNP(=O)(OC1)N(CCCl)CCCl. Synergy scores: CSS=34.2, Synergy_ZIP=7.07, Synergy_Bliss=4.89, Synergy_Loewe=-23.4, Synergy_HSA=3.61. Cell line: HCT116. (3) Drug 1: C1=CN(C(=O)N=C1N)C2C(C(C(O2)CO)O)O.Cl. Drug 2: B(C(CC(C)C)NC(=O)C(CC1=CC=CC=C1)NC(=O)C2=NC=CN=C2)(O)O. Cell line: HCC-2998. Synergy scores: CSS=62.7, Synergy_ZIP=1.67, Synergy_Bliss=2.31, Synergy_Loewe=-0.463, Synergy_HSA=0.491.